This data is from Full USPTO retrosynthesis dataset with 1.9M reactions from patents (1976-2016). The task is: Predict the reactants needed to synthesize the given product. (1) Given the product [CH3:19][O:20][C:21](=[O:37])[CH2:22][O:23][CH2:24][CH2:25][CH2:26][CH2:27][N:28]1[C@@H:29](/[CH:35]=[CH:5]/[C:4](=[O:3])[CH2:12][C:13]2[CH:14]=[CH:15][CH:16]=[CH:17][CH:18]=2)[CH2:30][CH2:31][CH2:32][C:33]1=[O:34], predict the reactants needed to synthesize it. The reactants are: [H-].[Na+].[O:3]=[C:4]([CH2:12][C:13]1[CH:18]=[CH:17][CH:16]=[CH:15][CH:14]=1)[CH2:5]P(=O)(OC)OC.[CH3:19][O:20][C:21](=[O:37])[CH2:22][O:23][CH2:24][CH2:25][CH2:26][CH2:27][N:28]1[C:33](=[O:34])[CH2:32][CH2:31][CH2:30][C@@H:29]1[CH:35]=O. (2) Given the product [F:1][C:2]1[C:3]([CH3:9])=[C:4]([NH:5][C:13](=[O:14])[CH:12]=[C:11]([CH3:16])[CH3:10])[CH:6]=[CH:7][CH:8]=1, predict the reactants needed to synthesize it. The reactants are: [F:1][C:2]1[C:3]([CH3:9])=[C:4]([CH:6]=[CH:7][CH:8]=1)[NH2:5].[CH3:10][C:11]([CH3:16])=[CH:12][C:13](Cl)=[O:14]. (3) Given the product [CH3:17][O:18][C:19]1[CH:27]=[C:26]([O:28][CH3:29])[CH:25]=[CH:24][C:20]=1[C:21]1[O:14][C:13]([C:3]2[C:4]([C:7]3[CH:12]=[CH:11][CH:10]=[CH:9][CH:8]=3)=[N:5][O:6][C:2]=2[CH3:1])=[N:15][N:16]=1, predict the reactants needed to synthesize it. The reactants are: [CH3:1][C:2]1[O:6][N:5]=[C:4]([C:7]2[CH:12]=[CH:11][CH:10]=[CH:9][CH:8]=2)[C:3]=1[C:13]([NH:15][NH2:16])=[O:14].[CH3:17][O:18][C:19]1[CH:27]=[C:26]([O:28][CH3:29])[CH:25]=[CH:24][C:20]=1[C:21](O)=O. (4) Given the product [CH:31]1([CH2:30][N:3]2[C:2](=[O:1])[C:7]([CH2:8][C:9]3[CH:10]=[CH:11][C:12]([C:15]4[C:16]([C:21]#[N:22])=[CH:17][CH:18]=[CH:19][CH:20]=4)=[CH:13][CH:14]=3)=[C:6]([CH2:23][CH2:24][CH3:25])[N:5]3[N:26]=[CH:27][N:28]=[C:4]23)[CH2:33][CH2:32]1, predict the reactants needed to synthesize it. The reactants are: [O:1]=[C:2]1[C:7]([CH2:8][C:9]2[CH:14]=[CH:13][C:12]([C:15]3[C:16]([C:21]#[N:22])=[CH:17][CH:18]=[CH:19][CH:20]=3)=[CH:11][CH:10]=2)=[C:6]([CH2:23][CH2:24][CH3:25])[N:5]2[N:26]=[CH:27][N:28]=[C:4]2[NH:3]1.Br[CH2:30][CH:31]1[CH2:33][CH2:32]1.C(=O)([O-])[O-].[K+].[K+].CN(C)C(=O)C.